Dataset: Peptide-MHC class I binding affinity with 185,985 pairs from IEDB/IMGT. Task: Regression. Given a peptide amino acid sequence and an MHC pseudo amino acid sequence, predict their binding affinity value. This is MHC class I binding data. (1) The peptide sequence is TVFYNIPPM. The MHC is HLA-C14:02 with pseudo-sequence HLA-C14:02. The binding affinity (normalized) is 0.898. (2) The peptide sequence is VLLEARQAY. The MHC is HLA-A31:01 with pseudo-sequence HLA-A31:01. The binding affinity (normalized) is 0.0847. (3) The peptide sequence is ASKLLANL. The MHC is H-2-Kb with pseudo-sequence H-2-Kb. The binding affinity (normalized) is 0.437. (4) The peptide sequence is ALMEVTHVL. The MHC is HLA-A02:11 with pseudo-sequence HLA-A02:11. The binding affinity (normalized) is 1.00. (5) The peptide sequence is WMYYPRSPV. The MHC is HLA-B45:06 with pseudo-sequence HLA-B45:06. The binding affinity (normalized) is 0.213. (6) The peptide sequence is LQPILQRLSA. The MHC is Mamu-A01 with pseudo-sequence Mamu-A01. The binding affinity (normalized) is 0.362.